The task is: Predict which catalyst facilitates the given reaction.. This data is from Catalyst prediction with 721,799 reactions and 888 catalyst types from USPTO. (1) Reactant: [Si]([O:8][C@@H:9]([CH3:37])[C@H:10]([C:22]1[O:26][C:25]([C:27]2[CH:32]=[CH:31][C:30]([NH:33][C:34](=[O:36])[CH3:35])=[CH:29][CH:28]=2)=[N:24][N:23]=1)[NH:11][C:12]1[CH:17]=[CH:16][C:15]([C:18]#[N:19])=[C:14]([Cl:20])[C:13]=1[CH3:21])(C(C)(C)C)(C)C.CCCC[N+](CCCC)(CCCC)CCCC.[F-]. Product: [Cl:20][C:14]1[C:13]([CH3:21])=[C:12]([NH:11][C@@H:10]([C:22]2[O:26][C:25]([C:27]3[CH:28]=[CH:29][C:30]([NH:33][C:34](=[O:36])[CH3:35])=[CH:31][CH:32]=3)=[N:24][N:23]=2)[C@@H:9]([OH:8])[CH3:37])[CH:17]=[CH:16][C:15]=1[C:18]#[N:19]. The catalyst class is: 1. (2) Reactant: [Cl:1][C:2]1[CH:3]=[C:4]([NH:8][C:9]([N:11]2[CH2:16][CH2:15][C:14]3[NH:17][N:18]=[C:19]([C:20]([O:22]CC)=[O:21])[C:13]=3[CH2:12]2)=[O:10])[CH:5]=[CH:6][CH:7]=1.[OH-].[Na+].Cl. Product: [Cl:1][C:2]1[CH:3]=[C:4]([NH:8][C:9]([N:11]2[CH2:16][CH2:15][C:14]3[NH:17][N:18]=[C:19]([C:20]([OH:22])=[O:21])[C:13]=3[CH2:12]2)=[O:10])[CH:5]=[CH:6][CH:7]=1. The catalyst class is: 20. (3) Reactant: [CH2:1]([S:3](Cl)(=[O:5])=[O:4])[CH3:2].[NH2:7][C:8]1[CH:9]=[C:10]([C:14]2[CH:24]=[CH:23][C:17]3[N:18]([CH3:22])[C:19](=[O:21])[S:20][C:16]=3[CH:15]=2)[CH:11]=[N:12][CH:13]=1. Product: [CH3:22][N:18]1[C:17]2[CH:23]=[CH:24][C:14]([C:10]3[CH:9]=[C:8]([NH:7][S:3]([CH2:1][CH3:2])(=[O:5])=[O:4])[CH:13]=[N:12][CH:11]=3)=[CH:15][C:16]=2[S:20][C:19]1=[O:21]. The catalyst class is: 17. (4) Reactant: [N:1]1([C:7](=[S:9])[NH2:8])[CH2:6][CH2:5][S:4][CH2:3][CH2:2]1.Cl[CH2:11][C:12](O)=[O:13]. Product: [N:1]1([C:7]2[S:9][CH2:11][C:12](=[O:13])[N:8]=2)[CH2:6][CH2:5][S:4][CH2:3][CH2:2]1. The catalyst class is: 17. (5) Reactant: C([O:8][C:9]1[CH:18]=[CH:17][C:16]2[C:11](=[CH:12][CH:13]=[CH:14][CH:15]=2)[C:10]=1[CH:19]([O:25][CH2:26][O:27][CH3:28])[C:20]([O:22][CH2:23][CH3:24])=[O:21])C1C=CC=CC=1. Product: [OH:8][C:9]1[CH:18]=[CH:17][C:16]2[C:11](=[CH:12][CH:13]=[CH:14][CH:15]=2)[C:10]=1[CH:19]([O:25][CH2:26][O:27][CH3:28])[C:20]([O:22][CH2:23][CH3:24])=[O:21]. The catalyst class is: 153. (6) Reactant: [C:1]([O:5][C:6](=[O:21])[NH:7][C:8]1[CH:13]=[C:12]([N:14]([CH3:16])[CH3:15])[C:11]([CH3:17])=[CH:10][C:9]=1[N+:18]([O-])=O)([CH3:4])([CH3:3])[CH3:2]. Product: [C:1]([O:5][C:6](=[O:21])[NH:7][C:8]1[CH:13]=[C:12]([N:14]([CH3:15])[CH3:16])[C:11]([CH3:17])=[CH:10][C:9]=1[NH2:18])([CH3:4])([CH3:2])[CH3:3]. The catalyst class is: 45. (7) Reactant: [Cl:1][C:2]1[CH:7]=[CH:6][CH:5]=[C:4]([Cl:8])[C:3]=1[NH:9][C:10]1[N:11]([CH3:29])[C:12]2[C:21]3[C:20](=[O:22])[NH:19][C:18]([CH3:23])=[C:17]([CH2:24][C:25]([OH:27])=[O:26])[C:16]=3[CH:15]=[CH:14][C:13]=2[N:28]=1.[CH2:30](O)[CH3:31]. Product: [CH2:30]([O:26][C:25](=[O:27])[CH2:24][C:17]1[C:16]2[CH:15]=[CH:14][C:13]3[N:28]=[C:10]([NH:9][C:3]4[C:2]([Cl:1])=[CH:7][CH:6]=[CH:5][C:4]=4[Cl:8])[N:11]([CH3:29])[C:12]=3[C:21]=2[C:20](=[O:22])[NH:19][C:18]=1[CH3:23])[CH3:31]. The catalyst class is: 82. (8) Reactant: C1C=CC=CC=1.[CH2:7]([OH:29])[CH2:8][CH2:9][CH2:10][CH2:11][CH2:12][CH2:13][CH2:14][CH2:15][CH2:16][CH2:17][CH2:18][CH2:19][CH2:20][CH2:21][CH2:22][CH2:23][CH2:24][CH2:25][CH2:26][CH2:27][CH3:28].[C:30](O)(=[O:52])[CH2:31][CH2:32][CH2:33][CH2:34][CH2:35][CH2:36][CH2:37][CH2:38][CH2:39][CH2:40][CH2:41][CH2:42][CH2:43][CH2:44][CH2:45][CH2:46][CH2:47][CH2:48][CH2:49][CH2:50][CH3:51].C1(C)C=CC(S(O)(=O)=O)=CC=1. Product: [C:7]([O:52][CH2:30][CH2:31][CH2:32][CH2:33][CH2:34][CH2:35][CH2:36][CH2:37][CH2:38][CH2:39][CH2:40][CH2:41][CH2:42][CH2:43][CH2:44][CH2:45][CH2:46][CH2:47][CH2:48][CH2:49][CH2:50][CH3:51])(=[O:29])[CH2:8][CH2:9][CH2:10][CH2:11][CH2:12][CH2:13][CH2:14][CH2:15][CH2:16][CH2:17][CH2:18][CH2:19][CH2:20][CH2:21][CH2:22][CH2:23][CH2:24][CH2:25][CH2:26][CH2:27][CH3:28]. The catalyst class is: 6.